From a dataset of Catalyst prediction with 721,799 reactions and 888 catalyst types from USPTO. Predict which catalyst facilitates the given reaction. (1) Reactant: C([C:8]1[C:13]2=[C:14]3[C:19](=[CH:20][CH:21]=[C:12]2[O:11][C:10](=[O:27])[CH:9]=1)[N:18]([C:22](=[O:24])[CH3:23])[C@@H:17]([CH3:25])[CH2:16][C@H:15]3[NH2:26])C1C=CC=CC=1.[Cl:28][C:29]1[CH:34]=[CH:33][C:32](B(O)O)=[CH:31][CH:30]=1.C(N(CC)CC)C. Product: [C:22]([N:18]1[C:19]2[C:14](=[C:13]3[CH:8]=[CH:9][C:10](=[O:27])[O:11][C:12]3=[CH:21][CH:20]=2)[C@H:15]([NH:26][C:32]2[CH:33]=[CH:34][C:29]([Cl:28])=[CH:30][CH:31]=2)[CH2:16][C@@H:17]1[CH3:25])(=[O:24])[CH3:23]. The catalyst class is: 221. (2) Reactant: [Br:1][C:2]1[CH:3]=[CH:4][C:5]2[S:9](=[O:11])(=[O:10])[NH:8][CH:7]([CH3:12])[C:6]=2[CH:13]=1.CS(O[CH:19]1[CH2:24][CH2:23][N:22]([C:25]([O:27][C:28]([CH3:31])([CH3:30])[CH3:29])=[O:26])[CH2:21][CH2:20]1)(=O)=O.C([O-])([O-])=O.[K+].[K+].O. Product: [Br:1][C:2]1[CH:3]=[CH:4][C:5]2[S:9](=[O:10])(=[O:11])[N:8]([CH:19]3[CH2:24][CH2:23][N:22]([C:25]([O:27][C:28]([CH3:31])([CH3:30])[CH3:29])=[O:26])[CH2:21][CH2:20]3)[CH:7]([CH3:12])[C:6]=2[CH:13]=1. The catalyst class is: 3. (3) Product: [Br:1][C:2]1[CH:3]=[CH:4][C:5]([O:10][CH2:18][C:19]([NH2:21])=[O:20])=[C:6]([C:7]#[N:8])[CH:9]=1. Reactant: [Br:1][C:2]1[CH:3]=[CH:4][C:5]([OH:10])=[C:6]([CH:9]=1)[C:7]#[N:8].C(=O)([O-])[O-].[K+].[K+].Br[CH2:18][C:19]([NH2:21])=[O:20]. The catalyst class is: 21. (4) Reactant: [CH2:1]([O:7][C:8]1[CH:50]=[CH:49][C:11]([C:12]([O:32][CH2:33][C@H:34]2[O:38][C@@H:37]([N:39]3[CH:47]=[C:45]([CH3:46])[C:43](=[O:44])[NH:42][C:40]3=[O:41])[CH2:36][C@@H:35]2[OH:48])([C:26]2[CH:31]=[CH:30][CH:29]=[CH:28][CH:27]=2)[C:13]2[CH:18]=[CH:17][C:16]([O:19][CH2:20][CH2:21][CH:22]=[CH:23][CH:24]=[CH2:25])=[CH:15][CH:14]=2)=[CH:10][CH:9]=1)[CH2:2][CH:3]=[CH:4][CH:5]=[CH2:6].C(N(C(C)C)CC)(C)C.C(CC[O:64][P:65](Cl)[N:66](C(C)C)C(C)C)#N. Product: [P:65]([O:48][C@@H:35]1[C@@H:34]([CH2:33][O:32][C:12]([C:26]2[CH:31]=[CH:30][CH:29]=[CH:28][CH:27]=2)([C:11]2[CH:49]=[CH:50][C:8]([O:7][CH2:1][CH2:2][CH:3]=[CH:4][CH:5]=[CH2:6])=[CH:9][CH:10]=2)[C:13]2[CH:14]=[CH:15][C:16]([O:19][CH2:20][CH2:21][CH:22]=[CH:23][CH:24]=[CH2:25])=[CH:17][CH:18]=2)[O:38][C@@H:37]([N:39]2[CH:47]=[C:45]([CH3:46])[C:43](=[O:44])[NH:42][C:40]2=[O:41])[CH2:36]1)([NH2:66])[OH:64]. The catalyst class is: 4. (5) Reactant: [NH2:1][C:2]1[C:6]([C:7]#[N:8])=[CH:5][NH:4][N:3]=1.[C:9](#[N:11])[CH3:10]. Product: [CH3:10][C:9]1[N:1]=[C:2]2[NH:3][N:4]=[CH:5][C:6]2=[C:7]([NH2:8])[N:11]=1. The catalyst class is: 547. (6) Reactant: Br[C:2]1[CH:18]=[CH:17][C:5]([O:6][CH2:7][CH2:8][NH:9][C:10](=[O:16])[O:11][C:12]([CH3:15])([CH3:14])[CH3:13])=[C:4]([C:19]([F:22])([F:21])[F:20])[CH:3]=1.[B:23]1([B:23]2[O:27][C:26]([CH3:29])([CH3:28])[C:25]([CH3:31])([CH3:30])[O:24]2)[O:27][C:26]([CH3:29])([CH3:28])[C:25]([CH3:31])([CH3:30])[O:24]1. The catalyst class is: 800. Product: [CH3:30][C:25]1([CH3:31])[C:26]([CH3:29])([CH3:28])[O:27][B:23]([C:2]2[CH:18]=[CH:17][C:5]([O:6][CH2:7][CH2:8][NH:9][C:10](=[O:16])[O:11][C:12]([CH3:15])([CH3:14])[CH3:13])=[C:4]([C:19]([F:22])([F:21])[F:20])[CH:3]=2)[O:24]1. (7) Product: [C:1]([C:4]1[C:5](=[O:19])[N:6]([C:12]2[CH:17]=[CH:16][CH:15]=[CH:14][C:13]=2[Cl:18])[C:7]([CH3:11])=[CH:8][C:9]=1[O:10][CH2:30][C:21]1[CH:26]=[CH:25][CH:24]=[CH:23][CH:22]=1)(=[O:3])[CH3:2]. Reactant: [C:1]([C:4]1[C:5](=[O:19])[N:6]([C:12]2[CH:17]=[CH:16][CH:15]=[CH:14][C:13]=2[Cl:18])[C:7]([CH3:11])=[CH:8][C:9]=1[OH:10])(=[O:3])[CH3:2].Cl[C:21]1[CH:26]=[CH:25][CH:24]=[CH:23][C:22]=1N=C=O.[CH2:30]=C1OC(=O)C1.C(N(CC)CC)C. The catalyst class is: 11.